This data is from Full USPTO retrosynthesis dataset with 1.9M reactions from patents (1976-2016). The task is: Predict the reactants needed to synthesize the given product. (1) Given the product [CH3:18][N:19]1[CH2:24][CH2:23][N:22]([C:2]2[CH:10]=[C:9]([C:11]3[CH:16]=[CH:15][CH:14]=[CH:13][C:12]=3[CH3:17])[C:5]([C:6]([NH2:8])=[O:7])=[CH:4][N:3]=2)[CH2:21][CH2:20]1, predict the reactants needed to synthesize it. The reactants are: Cl[C:2]1[CH:10]=[C:9]([C:11]2[CH:16]=[CH:15][CH:14]=[CH:13][C:12]=2[CH3:17])[C:5]([C:6]([NH2:8])=[O:7])=[CH:4][N:3]=1.[CH3:18][N:19]1[CH2:24][CH2:23][NH:22][CH2:21][CH2:20]1. (2) Given the product [C:31]([O:35][CH:36]([C:41]1[C:42]([C:54]([CH3:57])([CH3:56])[CH3:55])=[N:43][C:44]([N:48]2[CH2:49][CH2:50][CH2:51][CH2:52][CH2:53]2)=[N:45][C:46]=1[CH3:47])[C:37]([OH:39])=[O:38])([CH3:33])([CH3:34])[CH3:32], predict the reactants needed to synthesize it. The reactants are: C(OC(C1C(C)=NC(N2CCCCC2)=NC=1C1C=CC(C)=CC=1)C(OC)=O)(C)(C)C.[C:31]([O:35][CH:36]([C:41]1[C:42]([C:54]([CH3:57])([CH3:56])[CH3:55])=[N:43][C:44]([N:48]2[CH2:53][CH2:52][CH2:51][CH2:50][CH2:49]2)=[N:45][C:46]=1[CH3:47])[C:37]([O:39]C)=[O:38])([CH3:34])([CH3:33])[CH3:32]. (3) Given the product [ClH:22].[ClH:24].[Cl:22][C:21]1[C:16]2[CH:15]=[C:14]([C:11]3[CH2:12][CH2:13][NH:8][CH2:9][CH:10]=3)[NH:23][C:17]=2[N:18]=[CH:19][N:20]=1, predict the reactants needed to synthesize it. The reactants are: C(OC([N:8]1[CH2:13][CH:12]=[C:11]([C:14]2[NH:23][C:17]3[N:18]=[CH:19][N:20]=[C:21]([Cl:22])[C:16]=3[CH:15]=2)[CH2:10][CH2:9]1)=O)(C)(C)C.[ClH:24].O1CCOCC1. (4) Given the product [Cl:1][C:2]1[CH:7]=[C:6]2[NH:8][C:9](=[O:40])[C:10]3([CH:15]([C:16]4[CH:21]=[CH:20][CH:19]=[C:18]([Cl:22])[CH:17]=4)[CH2:14][C:13](=[O:23])[NH:12][CH:11]3[C:24]3[CH:29]=[C:28]([C:45]#[CH:46])[CH:27]=[CH:26][C:25]=3[O:31][C:32]3[CH:37]=[CH:36][C:35]([C:38]#[N:39])=[CH:34][CH:33]=3)[C:5]2=[CH:4][CH:3]=1, predict the reactants needed to synthesize it. The reactants are: [Cl:1][C:2]1[CH:7]=[C:6]2[NH:8][C:9](=[O:40])[C:10]3([CH:15]([C:16]4[CH:21]=[CH:20][CH:19]=[C:18]([Cl:22])[CH:17]=4)[CH2:14][C:13](=[O:23])[NH:12][CH:11]3[C:24]3[CH:29]=[C:28](I)[CH:27]=[CH:26][C:25]=3[O:31][C:32]3[CH:37]=[CH:36][C:35]([C:38]#[N:39])=[CH:34][CH:33]=3)[C:5]2=[CH:4][CH:3]=1.C[Si]([C:45]#[CH:46])(C)C.C(N(CC)CC)C.[OH-].[Na+]. (5) Given the product [CH2:1]([O:8][CH2:9][O:10][C:11]1[CH:16]=[C:15]([CH:14]=[CH:13][C:12]=1[Cl:20])[NH2:17])[C:2]1[CH:3]=[CH:4][CH:5]=[CH:6][CH:7]=1, predict the reactants needed to synthesize it. The reactants are: [CH2:1]([O:8][CH2:9][O:10][C:11]1[CH:16]=[C:15]([N+:17]([O-])=O)[CH:14]=[CH:13][C:12]=1[Cl:20])[C:2]1[CH:7]=[CH:6][CH:5]=[CH:4][CH:3]=1. (6) Given the product [CH3:1][O:2][C:3](=[O:29])[CH2:4][C@H:5]1[C:9]2[CH:10]=[CH:11][C:12]([O:14][C@H:15]3[C:23]4[C:18](=[C:19]([CH2:40][N:37]5[CH2:36][CH2:35][C:34]6([O:30][CH2:31][CH2:32][CH2:33]6)[CH2:39][CH2:38]5)[C:20]([C:24]([F:27])([F:26])[F:25])=[CH:21][CH:22]=4)[CH2:17][CH2:16]3)=[CH:13][C:8]=2[O:7][CH2:6]1, predict the reactants needed to synthesize it. The reactants are: [CH3:1][O:2][C:3](=[O:29])[CH2:4][C@H:5]1[C:9]2[CH:10]=[CH:11][C:12]([O:14][C@H:15]3[C:23]4[C:18](=[C:19](Br)[C:20]([C:24]([F:27])([F:26])[F:25])=[CH:21][CH:22]=4)[CH2:17][CH2:16]3)=[CH:13][C:8]=2[O:7][CH2:6]1.[O:30]1[C:34]2([CH2:39][CH2:38][NH+:37]([CH2:40][B-](F)(F)F)[CH2:36][CH2:35]2)[CH2:33][CH2:32][CH2:31]1. (7) Given the product [Br:19][C:20]1[CH:25]=[CH:24][C:23]([C:26]([OH:31])([C:36]([F:39])([F:38])[F:37])[C:27]([F:29])([F:30])[F:28])=[CH:22][C:21]=1[CH2:32][CH3:33], predict the reactants needed to synthesize it. The reactants are: [F-].C([N+](CCCC)(CCCC)CCCC)CCC.[Br:19][C:20]1[CH:25]=[CH:24][C:23]([C:26](=[O:31])[C:27]([F:30])([F:29])[F:28])=[CH:22][C:21]=1[CH2:32][CH3:33].C[Si](C)(C)[C:36]([F:39])([F:38])[F:37].C1COCC1. (8) Given the product [F:28][C:29]1[CH:30]=[CH:31][C:32]([O:39][CH3:40])=[C:33]([C:35]2[N:36]=[C:16]([C:15]3[CH:19]=[CH:20][C:12]([N:11]([CH2:10][CH2:9][O:8][CH3:7])[CH2:24][CH2:25][O:26][CH3:27])=[C:13]([N+:21]([O-:23])=[O:22])[CH:14]=3)[O:18][N:37]=2)[CH:34]=1, predict the reactants needed to synthesize it. The reactants are: C(Cl)(=O)C(Cl)=O.[CH3:7][O:8][CH2:9][CH2:10][N:11]([CH2:24][CH2:25][O:26][CH3:27])[C:12]1[CH:20]=[CH:19][C:15]([C:16]([OH:18])=O)=[CH:14][C:13]=1[N+:21]([O-:23])=[O:22].[F:28][C:29]1[CH:30]=[CH:31][C:32]([O:39][CH3:40])=[C:33]([C:35](=[N:37]O)[NH2:36])[CH:34]=1.CCN(C(C)C)C(C)C. (9) The reactants are: Cl.[CH3:2][NH:3][CH3:4].Cl.C(N=C=NCCCN(C)C)C.OC1C2N=NNC=2C=CC=1.[C:27]([O:31][C:32]([C:34]1[C:57]([OH:58])=[C:56]([C:59]([F:62])([F:61])[F:60])[CH:55]=[CH:54][C:35]=1[CH2:36][O:37][C:38]1[CH:43]=[CH:42][C:41]([C:44]2[CH:49]=[CH:48][C:47]([CH2:50][C:51](O)=[O:52])=[CH:46][CH:45]=2)=[CH:40][CH:39]=1)=[O:33])([CH3:30])([CH3:29])[CH3:28].[Cl-].[NH4+]. Given the product [CH3:2][N:3]([CH3:4])[C:51](=[O:52])[CH2:50][C:47]1[CH:48]=[CH:49][C:44]([C:41]2[CH:42]=[CH:43][C:38]([O:37][CH2:36][C:35]3[C:34]([C:32]([O:31][C:27]([CH3:30])([CH3:29])[CH3:28])=[O:33])=[C:57]([OH:58])[C:56]([C:59]([F:62])([F:61])[F:60])=[CH:55][CH:54]=3)=[CH:39][CH:40]=2)=[CH:45][CH:46]=1, predict the reactants needed to synthesize it.